From a dataset of Full USPTO retrosynthesis dataset with 1.9M reactions from patents (1976-2016). Predict the reactants needed to synthesize the given product. (1) The reactants are: CCN(CC)CC.[NH2:8][C:9]1[CH:14]=[CH:13][CH:12]=[C:11]([CH2:15][C:16]([O:18][CH2:19][CH3:20])=[O:17])[N:10]=1.[Cl:21][C:22]1[CH:27]=[CH:26][CH:25]=[C:24]([F:28])[C:23]=1[C:29]1[C:33]([C:34](Cl)=[O:35])=[C:32]([CH3:37])[O:31][N:30]=1. Given the product [CH2:19]([O:18][C:16](=[O:17])[CH2:15][C:11]1[CH:12]=[CH:13][CH:14]=[C:9]([NH:8][C:34]([C:33]2[C:29]([C:23]3[C:24]([F:28])=[CH:25][CH:26]=[CH:27][C:22]=3[Cl:21])=[N:30][O:31][C:32]=2[CH3:37])=[O:35])[N:10]=1)[CH3:20], predict the reactants needed to synthesize it. (2) The reactants are: [CH:1]1([CH2:4][N:5]2[C:10]([CH3:11])=[CH:9][C:8](=[O:12])[N:7]([CH2:13][CH:14]3[CH2:16][CH2:15]3)[C:6]2=[O:17])[CH2:3][CH2:2]1.[Se](=O)=[O:19]. Given the product [CH:14]1([CH2:13][N:7]2[C:8](=[O:12])[CH:9]=[C:10]([CH:11]=[O:19])[N:5]([CH2:4][CH:1]3[CH2:3][CH2:2]3)[C:6]2=[O:17])[CH2:15][CH2:16]1, predict the reactants needed to synthesize it. (3) Given the product [F:1][C:2]1[CH:7]=[C:6]([NH:8][C:9]2[CH:10]=[CH:11][C:12]3[C:18](=[O:19])[NH:17][C:16]4[CH:20]=[C:21]([C:24]([CH3:30])([CH3:29])[C:25]([OH:27])=[O:26])[CH:22]=[CH:23][C:15]=4[NH:14][C:13]=3[CH:31]=2)[CH:5]=[C:4]([F:32])[N:3]=1, predict the reactants needed to synthesize it. The reactants are: [F:1][C:2]1[CH:7]=[C:6]([NH:8][C:9]2[CH:10]=[CH:11][C:12]3[C:18](=[O:19])[NH:17][C:16]4[CH:20]=[C:21]([C:24]([CH3:30])([CH3:29])[C:25]([O:27]C)=[O:26])[CH:22]=[CH:23][C:15]=4[NH:14][C:13]=3[CH:31]=2)[CH:5]=[C:4]([F:32])[N:3]=1.[Li+].[OH-].Cl. (4) Given the product [F:1][C:2]1[CH:7]=[CH:6][C:5](/[CH:8]=[CH:9]/[C:10]([N:38]=[N+:39]=[N-:40])=[O:11])=[CH:4][C:3]=1[O:13][CH3:14], predict the reactants needed to synthesize it. The reactants are: [F:1][C:2]1[CH:7]=[CH:6][C:5](/[CH:8]=[CH:9]/[C:10](O)=[O:11])=[CH:4][C:3]=1[O:13][CH3:14].C(N(CC)CC)C.P([N:38]=[N+:39]=[N-:40])(=O)(OC1C=CC=CC=1)OC1C=CC=CC=1. (5) The reactants are: COP([CH2:7][C:8](=[O:16])[C:9]([F:15])([F:14])[CH2:10][CH2:11][CH2:12][CH3:13])(=O)OC.[H-].[Li+].[C:19]([O:22][C@@H:23]1[C@H:27]([CH2:28][CH2:29][CH2:30][CH2:31][CH2:32][CH2:33][C:34]([O:36][CH3:37])=[O:35])[C@@H:26]([CH:38]=O)[C@H:25]([O:40][CH:41]2[CH2:46][CH2:45][CH2:44][CH2:43][O:42]2)[CH2:24]1)(=[O:21])[CH3:20].O. Given the product [C:19]([O:22][C@@H:23]1[C@H:27]([CH2:28][CH2:29][CH2:30][CH2:31][CH2:32][CH2:33][C:34]([O:36][CH3:37])=[O:35])[C@@H:26](/[CH:38]=[CH:7]/[C:8](=[O:16])[C:9]([F:14])([F:15])[CH2:10][CH2:11][CH2:12][CH3:13])[C@H:25]([O:40][CH:41]2[CH2:46][CH2:45][CH2:44][CH2:43][O:42]2)[CH2:24]1)(=[O:21])[CH3:20], predict the reactants needed to synthesize it. (6) Given the product [CH3:20][C:19]1[C:32]([CH3:36])=[CH:33][CH:17]([C:2]2[CH:7]=[CH:6][C:5]([CH2:8][CH2:9][C:10]3[CH:15]=[CH:14][C:13]([CH:25]4[CH:24]=[C:23]([CH3:22])[C:27]([CH3:28])=[CH:26]4)=[CH:12][CH:11]=3)=[CH:4][CH:3]=2)[CH:18]=1, predict the reactants needed to synthesize it. The reactants are: Br[C:2]1[CH:7]=[CH:6][C:5]([CH2:8][CH2:9][C:10]2[CH:15]=[CH:14][C:13](Br)=[CH:12][CH:11]=2)=[CH:4][CH:3]=1.[CH2:17]([Li])[CH2:18][CH2:19][CH3:20].[CH3:22][C:23]1[CH:27]([CH3:28])[CH2:26][C:25](=O)[CH:24]=1.[Cl-].[NH4+].[CH2:32]1[CH2:36]OC[CH2:33]1. (7) Given the product [C:33]([N:28]1[CH2:29][CH2:30][CH2:31][C@@H:26]([NH:25][C:24]2[C:17]3[C:18](=[N:19][CH:20]=[CH:21][C:16]=3[O:15][C:12]3[CH:13]=[CH:14][C:9]([C:8]([NH:7][C:5]4[S:6][C:2]([CH3:1])=[CH:3][N:4]=4)=[O:32])=[CH:10][CH:11]=3)[NH:22][N:23]=2)[CH2:27]1)(=[O:37])[C:34]#[C:35][CH3:36], predict the reactants needed to synthesize it. The reactants are: [CH3:1][C:2]1[S:6][C:5]([NH:7][C:8](=[O:32])[C:9]2[CH:14]=[CH:13][C:12]([O:15][C:16]3[CH:21]=[CH:20][N:19]=[C:18]4[NH:22][N:23]=[C:24]([NH:25][C@@H:26]5[CH2:31][CH2:30][CH2:29][NH:28][CH2:27]5)[C:17]=34)=[CH:11][CH:10]=2)=[N:4][CH:3]=1.[C:33](O)(=[O:37])[C:34]#[C:35][CH3:36].CCN=C=NCCCN(C)C.Cl.